Dataset: Reaction yield outcomes from USPTO patents with 853,638 reactions. Task: Predict the reaction yield, written as a fraction of the theoretical maximum amount of product (1.0 means a 100% yield; for example, 0.34 means a 34% yield). (1) The reactants are [NH2:1][S:2]([C:5]1[CH:10]=[C:9]([O:11][CH2:12][C:13]2[CH:18]=[CH:17][CH:16]=[CH:15][CH:14]=2)[CH:8]=[CH:7][C:6]=1[NH:19][C:20](=O)[CH2:21][C:22]([O:24][CH2:25][CH3:26])=[O:23])(=[O:4])=[O:3].C(=O)([O-])[O-].[Na+].[Na+]. The catalyst is C(O)C. The product is [CH2:12]([O:11][C:9]1[CH:8]=[CH:7][C:6]2[NH:19][C:20]([CH2:21][C:22]([O:24][CH2:25][CH3:26])=[O:23])=[N:1][S:2](=[O:4])(=[O:3])[C:5]=2[CH:10]=1)[C:13]1[CH:18]=[CH:17][CH:16]=[CH:15][CH:14]=1. The yield is 0.850. (2) The reactants are [OH-].[Na+].C(O)C.C([O:8][C:9]([C:11]1[CH:16]=[CH:15][CH:14]=[CH:13][C:12]=1/[CH:17]=[CH:18]/[C:19]([NH:21][CH2:22][CH2:23][N:24]1[CH:28]=[CH:27][N:26]=[CH:25]1)=[O:20])=[O:10])C. The catalyst is O. The product is [C:9]([C:11]1[CH:16]=[CH:15][CH:14]=[CH:13][C:12]=1/[CH:17]=[CH:18]/[C:19]([NH:21][CH2:22][CH2:23][N:24]1[CH:28]=[CH:27][N:26]=[CH:25]1)=[O:20])([OH:10])=[O:8]. The yield is 0.710. (3) The reactants are [NH2:1][C:2]1[CH:10]=[CH:9][CH:8]=[C:7]2[C:3]=1[C:4](=[O:20])[N:5]([CH:12]1[CH2:17][CH2:16][C:15](=[O:18])[NH:14][C:13]1=[O:19])[C:6]2=[O:11].[F:21][C:22]([F:33])([F:32])[C:23]1[CH:31]=[CH:30][C:26]([C:27](Cl)=[O:28])=[CH:25][CH:24]=1. The catalyst is C1COCC1.CO. The product is [O:19]=[C:13]1[CH:12]([N:5]2[C:4](=[O:20])[C:3]3[C:7](=[CH:8][CH:9]=[CH:10][C:2]=3[NH:1][C:27](=[O:28])[C:26]3[CH:30]=[CH:31][C:23]([C:22]([F:21])([F:32])[F:33])=[CH:24][CH:25]=3)[C:6]2=[O:11])[CH2:17][CH2:16][C:15](=[O:18])[NH:14]1. The yield is 0.770. (4) The yield is 0.740. The product is [CH3:12][O:13][C:14]1[CH:19]=[CH:18][C:17]([N:20]([CH3:21])[C:2]2[C:11]3[C:6](=[CH:7][CH:8]=[CH:9][CH:10]=3)[N:5]=[CH:4][CH:3]=2)=[CH:16][CH:15]=1. The reactants are Cl[C:2]1[C:11]2[C:6](=[CH:7][CH:8]=[CH:9][CH:10]=2)[N:5]=[CH:4][CH:3]=1.[CH3:12][O:13][C:14]1[CH:19]=[CH:18][C:17]([NH:20][CH3:21])=[CH:16][CH:15]=1. No catalyst specified. (5) The reactants are Br[C:2]1[C:3]([CH3:19])=[C:4]([NH:8][C:9](=[O:18])[CH2:10][C:11]2[C:16]([F:17])=[CH:15][CH:14]=[CH:13][N:12]=2)[CH:5]=[CH:6][CH:7]=1.[CH3:20][C:21]1([CH3:37])[C:25]([CH3:27])([CH3:26])[O:24][B:23]([B:23]2[O:24][C:25]([CH3:27])([CH3:26])[C:21]([CH3:37])([CH3:20])[O:22]2)[O:22]1.C([O-])(=O)C.[K+]. The yield is 0.760. The product is [F:17][C:16]1[C:11]([CH2:10][C:9]([NH:8][C:4]2[CH:5]=[CH:6][CH:7]=[C:2]([B:23]3[O:24][C:25]([CH3:27])([CH3:26])[C:21]([CH3:37])([CH3:20])[O:22]3)[C:3]=2[CH3:19])=[O:18])=[N:12][CH:13]=[CH:14][CH:15]=1. The catalyst is O1CCOCC1.CCOC(C)=O.C1C=CC(P(C2C=CC=CC=2)[C-]2C=CC=C2)=CC=1.C1C=CC(P(C2C=CC=CC=2)[C-]2C=CC=C2)=CC=1.Cl[Pd]Cl.[Fe+2].C(Cl)Cl. (6) The reactants are [Br:1][C:2]1[CH:7]=[CH:6][C:5]([SH:8])=[CH:4][CH:3]=1.[H-].[Na+].[CH2:11]([O:13][C:14](=[O:19])[CH2:15][CH2:16][CH2:17]Br)[CH3:12]. No catalyst specified. The product is [CH2:11]([O:13][C:14](=[O:19])[CH2:15][CH2:16][CH2:17][S:8][C:5]1[CH:6]=[CH:7][C:2]([Br:1])=[CH:3][CH:4]=1)[CH3:12]. The yield is 0.990. (7) The reactants are [NH2:1][C:2]1[N:7]=[CH:6][C:5]([C:8]2[CH:13]=[CH:12][C:11]([C:14]([N:16]3[CH2:21][CH2:20][O:19][CH2:18][CH2:17]3)=O)=[C:10]([O:22][CH3:23])[CH:9]=2)=[CH:4][C:3]=1[C:24]1[N:25]=[N:26][N:27]([CH:29]([CH3:31])[CH3:30])[CH:28]=1.B(F)(F)F.CCOCC.[BH4-].[Na+]. The catalyst is C1COCC1. The product is [CH:29]([N:27]1[CH:28]=[C:24]([C:3]2[C:2]([NH2:1])=[N:7][CH:6]=[C:5]([C:8]3[CH:13]=[CH:12][C:11]([CH2:14][N:16]4[CH2:17][CH2:18][O:19][CH2:20][CH2:21]4)=[C:10]([O:22][CH3:23])[CH:9]=3)[CH:4]=2)[N:25]=[N:26]1)([CH3:31])[CH3:30]. The yield is 0.518.